Dataset: Catalyst prediction with 721,799 reactions and 888 catalyst types from USPTO. Task: Predict which catalyst facilitates the given reaction. Reactant: C(OC([N:8]1[CH2:13][CH2:12][CH:11]([CH:14]2[CH2:18][C:17]3[CH:19]=[C:20](Br)[CH:21]=[CH:22][C:16]=3[O:15]2)[CH2:10][CH2:9]1)=O)(C)(C)C.[CH3:24][O:25][C:26]([C:28]1[CH:33]=[CH:32][C:31](B(O)O)=[CH:30][CH:29]=1)=[O:27].C([O-])([O-])=O.[Na+].[Na+]. Product: [CH3:24][O:25][C:26](=[O:27])[C:28]1[CH:33]=[CH:32][C:31]([C:20]2[CH:21]=[CH:22][C:16]3[O:15][CH:14]([CH:11]4[CH2:10][CH2:9][NH:8][CH2:13][CH2:12]4)[CH2:18][C:17]=3[CH:19]=2)=[CH:30][CH:29]=1. The catalyst class is: 9.